Predict the product of the given reaction. From a dataset of Forward reaction prediction with 1.9M reactions from USPTO patents (1976-2016). (1) Given the reactants [CH2:1]([N:3]([CH2:45][CH3:46])[C:4]1[CH:9]=[CH:8][C:7]([NH:10][C:11](=[O:25])[C:12]2[CH:24]=[CH:23][CH:22]=[C:14]([C:15]([N:17]([CH3:21])[CH2:18][CH:19]=O)=[O:16])[CH:13]=2)=[C:6]([C:26]2[CH:31]=[C:30]([C:32](=[O:44])[NH:33][C@@H:34]3[C:43]4[C:38](=[CH:39][CH:40]=[CH:41][CH:42]=4)[CH2:37][CH2:36][CH2:35]3)[CH:29]=[CH:28][N:27]=2)[CH:5]=1)[CH3:2].[N:47]1([C:54]([O:56][C:57]([CH3:60])([CH3:59])[CH3:58])=[O:55])[CH2:53][CH2:52][CH2:51][NH:50][CH2:49][CH2:48]1.CC(O)=O.C([BH3-])#N.[Na+], predict the reaction product. The product is: [CH2:45]([N:3]([CH2:1][CH3:2])[C:4]1[CH:9]=[CH:8][C:7]([NH:10][C:11]([C:12]2[CH:13]=[C:14]([CH:22]=[CH:23][CH:24]=2)[C:15]([N:17]([CH2:18][CH2:19][N:50]2[CH2:51][CH2:52][CH2:53][N:47]([C:54]([O:56][C:57]([CH3:60])([CH3:59])[CH3:58])=[O:55])[CH2:48][CH2:49]2)[CH3:21])=[O:16])=[O:25])=[C:6]([C:26]2[CH:31]=[C:30]([C:32](=[O:44])[NH:33][C@@H:34]3[C:43]4[C:38](=[CH:39][CH:40]=[CH:41][CH:42]=4)[CH2:37][CH2:36][CH2:35]3)[CH:29]=[CH:28][N:27]=2)[CH:5]=1)[CH3:46]. (2) Given the reactants [Cl:1][C:2]1[CH:25]=[CH:24][CH:23]=[C:22]([Cl:26])[C:3]=1[CH2:4][O:5][C:6]1[C:7]([NH2:21])=[N:8][CH:9]=[C:10]([C:12]2[CH:13]=[C:14]3[C:18](=[CH:19][CH:20]=2)[NH:17][CH:16]=[CH:15]3)[CH:11]=1.[CH3:27][N:28]1[CH2:33][CH2:32][C:31](=O)[CH2:30][CH2:29]1, predict the reaction product. The product is: [Cl:1][C:2]1[CH:25]=[CH:24][CH:23]=[C:22]([Cl:26])[C:3]=1[CH2:4][O:5][C:6]1[C:7]([NH2:21])=[N:8][CH:9]=[C:10]([C:12]2[CH:13]=[C:14]3[C:18](=[CH:19][CH:20]=2)[NH:17][CH:16]=[C:15]3[C:31]2[CH2:32][CH2:33][N:28]([CH3:27])[CH2:29][CH:30]=2)[CH:11]=1. (3) Given the reactants [CH2:1]([O:3][C:4](=[O:19])[C:5]([CH3:18])([CH3:17])[CH2:6][C:7]1NC2C(=NC(Cl)=CC=2)[CH:8]=1)[CH3:2].ClC1C=CC(CCl)=CC=1.C([O-])([O-])=O.[Cs+].[Cs+], predict the reaction product. The product is: [CH2:1]([O:3][C:4](=[O:19])[C:5]([CH3:18])([CH3:17])[CH2:6][C:7]#[CH:8])[CH3:2]. (4) The product is: [C:1]([C:3]1[CH:4]=[C:5]([CH2:27][C:28]([OH:30])=[O:29])[CH:6]=[CH:7][C:8]=1[O:9][C:10]1[CH:11]=[CH:12][C:13]([C:16](=[O:26])[NH:17][CH2:18][CH2:19][C:20]2[CH:21]=[CH:22][CH:23]=[CH:24][CH:25]=2)=[CH:14][CH:15]=1)#[N:2]. Given the reactants [C:1]([C:3]1[CH:4]=[C:5]([CH2:27][C:28]([O:30]C(C)(C)C)=[O:29])[CH:6]=[CH:7][C:8]=1[O:9][C:10]1[CH:15]=[CH:14][C:13]([C:16](=[O:26])[NH:17][CH2:18][CH2:19][C:20]2[CH:25]=[CH:24][CH:23]=[CH:22][CH:21]=2)=[CH:12][CH:11]=1)#[N:2].C(O)(C(F)(F)F)=O, predict the reaction product. (5) Given the reactants [Br:1][C:2]1[CH:3]=[CH:4][C:5]([NH:8][NH2:9])=[N:6][CH:7]=1.[C:10]1(C)C=CC(S(O)(=O)=O)=CC=1, predict the reaction product. The product is: [Br:1][C:2]1[CH:3]=[CH:4][C:5]2[N:6]([CH:10]=[N:9][N:8]=2)[CH:7]=1. (6) Given the reactants [CH2:1](O)[CH3:2].[S:4]1[CH:8]=[CH:7][C:6]([C:9]2[CH:10]=[C:11]3[C:15](=[CH:16][CH:17]=2)[NH:14][N:13]=[C:12]3[NH:18][C:19]([NH2:21])=[S:20])=[CH:5]1.BrCC(OCC)OCC.C(=O)([O-])O.[Na+], predict the reaction product. The product is: [S:20]1[CH:2]=[CH:1][N:21]=[C:19]1[NH:18][C:12]1[C:11]2[C:15](=[CH:16][CH:17]=[C:9]([C:6]3[CH:7]=[CH:8][S:4][CH:5]=3)[CH:10]=2)[NH:14][N:13]=1. (7) Given the reactants [CH:1]1[C:13]2[N:12]([CH2:14][CH2:15][N:16]([CH2:19][CH3:20])[CH2:17][CH3:18])[C:11]3[C:6](=[CH:7][CH:8]=[CH:9][CH:10]=3)[C:5]=2[CH:4]=[CH:3][CH:2]=1.[Al+3].[Cl-:22].[Cl-].[Cl-].[Cl:25][CH2:26][CH2:27][C:28](Cl)=[O:29].Cl, predict the reaction product. The product is: [ClH:25].[CH2:17]([N:16]([CH2:19][CH3:20])[CH2:15][CH2:14][N:12]1[C:11]2[CH:10]=[CH:9][C:8]([C:28](=[O:29])[CH2:27][CH2:26][Cl:25])=[CH:7][C:6]=2[C:5]2[C:13]1=[CH:1][CH:2]=[C:3]([C:28](=[O:29])[CH2:27][CH2:26][Cl:22])[CH:4]=2)[CH3:18]. (8) Given the reactants [Br:1][C:2]1[CH:3]=[C:4]([C:11]2[S:12][C:13]3[C:19](=[O:20])[CH2:18][O:17][CH2:16][C:14]=3[N:15]=2)[CH:5]=[CH:6][C:7]=1[N:8]([CH3:10])[CH3:9].[BH4-].[Na+], predict the reaction product. The product is: [Br:1][C:2]1[CH:3]=[C:4]([C:11]2[S:12][C:13]3[CH:19]([OH:20])[CH2:18][O:17][CH2:16][C:14]=3[N:15]=2)[CH:5]=[CH:6][C:7]=1[N:8]([CH3:10])[CH3:9].